From a dataset of Forward reaction prediction with 1.9M reactions from USPTO patents (1976-2016). Predict the product of the given reaction. (1) Given the reactants [CH2:1]([O:8][C:9]1[CH:25]=[C:24]([N+:26]([O-:28])=[O:27])[CH:23]=[CH:22][C:10]=1[C:11]([NH:13][C@@H:14]([C@H:19]([OH:21])[CH3:20])[C:15]([O:17]C)=[O:16])=[O:12])[C:2]1[CH:7]=[CH:6][CH:5]=[CH:4][CH:3]=1.[OH-].[Na+], predict the reaction product. The product is: [CH2:1]([O:8][C:9]1[CH:25]=[C:24]([N+:26]([O-:28])=[O:27])[CH:23]=[CH:22][C:10]=1[C:11]([NH:13][C@@H:14]([C@H:19]([OH:21])[CH3:20])[C:15]([OH:17])=[O:16])=[O:12])[C:2]1[CH:7]=[CH:6][CH:5]=[CH:4][CH:3]=1. (2) Given the reactants [C:1]([O:4][CH2:5][C:6]1[C:11]([C:12]2[CH:17]=[C:16]([N+:18]([O-])=O)[C:15](=[O:21])[N:14]([CH3:22])[CH:13]=2)=[CH:10][CH:9]=[CH:8][C:7]=1[N:23]1[CH2:31][C:30]2[C:25](=[CH:26][CH:27]=[C:28]([C:32]([CH3:35])([CH3:34])[CH3:33])[CH:29]=2)[C:24]1=[O:36])(=[O:3])[CH3:2].C(O)(=O)C, predict the reaction product. The product is: [C:1]([O:4][CH2:5][C:6]1[C:7]([N:23]2[CH2:31][C:30]3[C:25](=[CH:26][CH:27]=[C:28]([C:32]([CH3:35])([CH3:34])[CH3:33])[CH:29]=3)[C:24]2=[O:36])=[CH:8][CH:9]=[CH:10][C:11]=1[C:12]1[CH:17]=[C:16]([NH2:18])[C:15](=[O:21])[N:14]([CH3:22])[CH:13]=1)(=[O:3])[CH3:2]. (3) Given the reactants Cl[C:2]1[N:3]=[C:4]([NH:11][C:12]2[CH:17]=[CH:16][C:15]([O:18][CH3:19])=[C:14]([O:20][CH3:21])[CH:13]=2)[C:5]2[N:10]=[CH:9][S:8][C:6]=2[N:7]=1.[CH3:27][CH:53]([C:55]1C=[C:27]([CH:53]([CH3:55])[CH3:54])C(C2C=CC=CC=2P(C2CCCCC2)C2CCCCC2)=[C:27]([CH:53]([CH3:55])[CH3:54])C=1)[CH3:54].[C:56]([O-:59])([O-])=[O:57].[Cs+].[Cs+].O1[CH2:67][CH2:66]OCC1, predict the reaction product. The product is: [CH3:21][O:20][C:14]1[CH:13]=[C:12]([NH:11][C:4]2[C:5]3[N:10]=[CH:9][S:8][C:6]=3[N:7]=[C:2]([N:3]3[CH2:67][CH2:66][CH:5]([NH:10][C:56](=[O:57])[O:59][C:53]([CH3:27])([CH3:54])[CH3:55])[CH2:4]3)[N:3]=2)[CH:17]=[CH:16][C:15]=1[O:18][CH3:19]. (4) Given the reactants Cl.N[C:3]1[O:4][C:5]2[C:17]([C:18]([CH3:21])([CH3:20])[CH3:19])=[CH:16][C:15]([C:22]([CH3:25])([CH3:24])[CH3:23])=[CH:14][C:6]=2[C:7]=1[C:8]1[CH:13]=[CH:12][CH:11]=[CH:10][CH:9]=1.C([OH:29])(C)C, predict the reaction product. The product is: [C:22]([C:15]1[CH:16]=[C:17]([C:18]([CH3:21])([CH3:19])[CH3:20])[C:5]2[O:4][C:3](=[O:29])[CH:7]([C:8]3[CH:13]=[CH:12][CH:11]=[CH:10][CH:9]=3)[C:6]=2[CH:14]=1)([CH3:23])([CH3:24])[CH3:25]. (5) Given the reactants [ClH:1].[NH:2]1[C:6]2=[N:7][CH:8]=[CH:9][C:10]([O:11][C:12]3[CH:17]=[CH:16][C:15]([NH:18]C4C(C(NC5C=CC(F)=CC=5F)=O)=CN=CC=4)=[CH:14][C:13]=3[F:36])=[C:5]2[CH:4]=[CH:3]1.[CH2:37]([NH:44][C:45](=[O:53])[C:46]1[CH:51]=[CH:50][CH:49]=[N:48][C:47]=1[Cl:52])[C:38]1[CH:43]=[CH:42][CH:41]=[CH:40][CH:39]=1, predict the reaction product. The product is: [ClH:52].[ClH:1].[NH:2]1[C:6]2=[N:7][CH:8]=[CH:9][C:10]([O:11][C:12]3[CH:17]=[CH:16][C:15]([NH:18][C:47]4[N:48]=[CH:49][CH:50]=[CH:51][C:46]=4[C:45]([NH:44][CH2:37][C:38]4[CH:43]=[CH:42][CH:41]=[CH:40][CH:39]=4)=[O:53])=[CH:14][C:13]=3[F:36])=[C:5]2[CH:4]=[CH:3]1. (6) Given the reactants C([C:4]1[CH:9]=[CH:8][C:7]([N:10]2[C:14]([I:15])=[CH:13][C:12]([C:16]3[CH:25]=[CH:24][C:19]([C:20]([O:22][CH3:23])=[O:21])=[CH:18][CH:17]=3)=[N:11]2)=[CH:6][CH:5]=1)(=O)N.[H-].[Na+].CI.[CH3:30][N:31]([CH:33]=[O:34])[CH3:32], predict the reaction product. The product is: [CH3:30][N:31]([CH3:32])[C:33]([C:4]1[CH:5]=[CH:6][C:7]([N:10]2[C:14]([I:15])=[CH:13][C:12]([C:16]3[CH:25]=[CH:24][C:19]([C:20]([O:22][CH3:23])=[O:21])=[CH:18][CH:17]=3)=[N:11]2)=[CH:8][CH:9]=1)=[O:34].